From a dataset of Forward reaction prediction with 1.9M reactions from USPTO patents (1976-2016). Predict the product of the given reaction. (1) Given the reactants [CH:1]([C:4]1[N:8]=[C:7]([CH:9]2[CH2:14][CH2:13][N:12]([C:15]3[C:16]4[S:23][CH:22]=[C:21]([C:24]5[CH:29]=[CH:28][C:27]([NH2:30])=[CH:26][CH:25]=5)[C:17]=4[N:18]=[CH:19][N:20]=3)[CH2:11][CH2:10]2)[O:6][N:5]=1)([CH3:3])[CH3:2].[CH2:31](OC(OCC)OCC)C.[N-:41]=[N+:42]=[N-:43].[Na+], predict the reaction product. The product is: [N:30]1([C:27]2[CH:26]=[CH:25][C:24]([C:21]3[C:17]4[N:18]=[CH:19][N:20]=[C:15]([N:12]5[CH2:11][CH2:10][CH:9]([C:7]6[O:6][N:5]=[C:4]([CH:1]([CH3:3])[CH3:2])[N:8]=6)[CH2:14][CH2:13]5)[C:16]=4[S:23][CH:22]=3)=[CH:29][CH:28]=2)[CH:31]=[N:43][N:42]=[N:41]1. (2) Given the reactants [Cl:1][C:2]1[CH:30]=[CH:29][C:5]([CH2:6][N:7]2[C:11]3[CH:12]=[CH:13][CH:14]=[CH:15][C:10]=3[N:9]=[C:8]2[C:16]([N:18]2[CH2:23][CH2:22][CH:21]([C:24]([O:26]CC)=[O:25])[CH2:20][CH2:19]2)=[O:17])=[CH:4][CH:3]=1.[OH-].[Li+], predict the reaction product. The product is: [Cl:1][C:2]1[CH:30]=[CH:29][C:5]([CH2:6][N:7]2[C:11]3[CH:12]=[CH:13][CH:14]=[CH:15][C:10]=3[N:9]=[C:8]2[C:16]([N:18]2[CH2:19][CH2:20][CH:21]([C:24]([OH:26])=[O:25])[CH2:22][CH2:23]2)=[O:17])=[CH:4][CH:3]=1. (3) Given the reactants [Cl:1][C:2]1[CH:11]=[C:10]([C:12](N(OC)C)=[O:13])[C:9]([N:18]2[CH2:23][CH2:22][N:21]([CH2:24][CH2:25][O:26][CH3:27])[CH2:20][CH2:19]2)=[C:8]2[C:3]=1[CH:4]=[CH:5][CH:6]=[N:7]2.[CH3:28][Mg]Br, predict the reaction product. The product is: [Cl:1][C:2]1[CH:11]=[C:10]([C:12](=[O:13])[CH3:28])[C:9]([N:18]2[CH2:19][CH2:20][N:21]([CH2:24][CH2:25][O:26][CH3:27])[CH2:22][CH2:23]2)=[C:8]2[C:3]=1[CH:4]=[CH:5][CH:6]=[N:7]2. (4) Given the reactants Br[C:2]1[CH:7]=[CH:6][C:5]([N+:8]([O-:10])=[O:9])=[CH:4][C:3]=1[N:11]1[C:15](=[O:16])[N:14]([CH3:17])[N:13]=[N:12]1.C([O-])([O-])=O.[Na+].[Na+].C[C:25]([N:27](C)C)=O, predict the reaction product. The product is: [CH3:17][N:14]1[C:15](=[O:16])[N:11]([C:3]2[CH:4]=[C:5]([N+:8]([O-:10])=[O:9])[CH:6]=[CH:7][C:2]=2[C:25]#[N:27])[N:12]=[N:13]1. (5) Given the reactants C([Li])CCC.[CH3:6][O:7][C:8]1[C:13]([O:14][CH3:15])=[CH:12][CH:11]=[CH:10][N:9]=1.[CH:16](=[O:19])[CH2:17][CH3:18], predict the reaction product. The product is: [CH3:6][O:7][C:8]1[C:13]([O:14][CH3:15])=[C:12]([CH:16]([OH:19])[CH2:17][CH3:18])[CH:11]=[CH:10][N:9]=1. (6) Given the reactants [OH:1][C:2]1[CH:10]=[CH:9][C:5]([C:6]([OH:8])=[O:7])=[C:4]([C:11]([F:14])([F:13])[F:12])[CH:3]=1.S(=O)(=O)(O)O.[CH3:20]O, predict the reaction product. The product is: [CH3:20][O:7][C:6](=[O:8])[C:5]1[CH:9]=[CH:10][C:2]([OH:1])=[CH:3][C:4]=1[C:11]([F:12])([F:13])[F:14]. (7) Given the reactants Cl[C:2]1[N:7]=[C:6]([N:8]2[CH2:13][CH2:12][O:11][CH2:10][CH2:9]2)[N:5]=[C:4]([N:14]2[C:18]3[CH:19]=[C:20]([NH:25][C:26](=[O:32])[O:27][C:28]([CH3:31])([CH3:30])[CH3:29])[CH:21]=[C:22]([O:23][CH3:24])[C:17]=3[N:16]=[C:15]2[CH:33]([F:35])[F:34])[N:3]=1.[CH3:36][N:37]([CH3:49])[CH2:38][CH2:39][S:40]([N:43]1[CH2:48][CH2:47][NH:46][CH2:45][CH2:44]1)(=[O:42])=[O:41].CCN(CC)CC, predict the reaction product. The product is: [F:35][CH:33]([F:34])[C:15]1[N:14]([C:4]2[N:3]=[C:2]([N:46]3[CH2:47][CH2:48][N:43]([S:40]([CH2:39][CH2:38][N:37]([CH3:49])[CH3:36])(=[O:42])=[O:41])[CH2:44][CH2:45]3)[N:7]=[C:6]([N:8]3[CH2:13][CH2:12][O:11][CH2:10][CH2:9]3)[N:5]=2)[C:18]2[CH:19]=[C:20]([NH:25][C:26](=[O:32])[O:27][C:28]([CH3:29])([CH3:30])[CH3:31])[CH:21]=[C:22]([O:23][CH3:24])[C:17]=2[N:16]=1. (8) Given the reactants [CH3:1][O:2][C:3]1[CH:4]=[C:5]([CH:8]=[CH:9][C:10]=1[CH:11]=[C:12]([C:16]1[S:17][C:18]([CH3:21])=[N:19][N:20]=1)[C:13](=O)[CH3:14])[C:6]#[N:7].[NH2:22]/[C:23](/[CH3:27])=[CH:24]\[C:25]#[N:26], predict the reaction product. The product is: [C:6]([C:5]1[CH:8]=[CH:9][C:10]([CH:11]2[C:12]([C:16]3[S:17][C:18]([CH3:21])=[N:19][N:20]=3)=[C:13]([CH3:14])[NH:22][C:23]([CH3:27])=[C:24]2[C:25]#[N:26])=[C:3]([O:2][CH3:1])[CH:4]=1)#[N:7].